From a dataset of Full USPTO retrosynthesis dataset with 1.9M reactions from patents (1976-2016). Predict the reactants needed to synthesize the given product. (1) Given the product [Br:21][C:12]1[C:11]([NH:10][CH:5]2[CH2:6][CH2:7][C:2]([F:9])([F:1])[CH2:3][CH2:4]2)=[CH:20][CH:19]=[CH:18][C:13]=1[C:14]([O:16][CH3:17])=[O:15], predict the reactants needed to synthesize it. The reactants are: [F:1][C:2]1([F:9])[CH2:7][CH2:6][C:5](=O)[CH2:4][CH2:3]1.[NH2:10][C:11]1[C:12]([Br:21])=[C:13]([CH:18]=[CH:19][CH:20]=1)[C:14]([O:16][CH3:17])=[O:15].CC(O)=O.[BH-](OC(C)=O)(OC(C)=O)OC(C)=O.[Na+]. (2) Given the product [N+:15]([N:2]([CH3:1])[C@H:3]([C:11]([OH:13])=[O:12])[CH2:4][C:5]1[CH:6]=[CH:7][CH:8]=[CH:9][CH:10]=1)([O-:17])=[O:16], predict the reactants needed to synthesize it. The reactants are: [CH3:1][NH:2][C@H:3]([C:11]([OH:13])=[O:12])[CH2:4][C:5]1[CH:10]=[CH:9][CH:8]=[CH:7][CH:6]=1.Cl.[N:15]([O-:17])=[O:16].[Na+]. (3) The reactants are: Br[C:2]1[CH:7]=[CH:6][C:5]([O:8][CH2:9][CH3:10])=[CH:4][CH:3]=1.C([Li])CCC.[CH3:16][C:17]([C:19]1[CH:24]=[CH:23][CH:22]=[C:21]([Br:25])[CH:20]=1)=O.Cl. Given the product [Br:25][C:21]1[CH:22]=[CH:23][CH:24]=[C:19]([C:17]([C:2]2[CH:7]=[CH:6][C:5]([O:8][CH2:9][CH3:10])=[CH:4][CH:3]=2)=[CH2:16])[CH:20]=1, predict the reactants needed to synthesize it. (4) Given the product [CH2:45]([O:52][C:26]([NH:23][C@@H:10]1[CH2:9][N:8]([C:6]([O:5][C:1]([CH3:2])([CH3:3])[CH3:4])=[O:7])[CH2:13][C@H:12]([C:14]([OH:16])=[O:15])[CH2:11]1)=[O:35])[C:46]1[CH:51]=[CH:50][CH:49]=[CH:48][CH:47]=1, predict the reactants needed to synthesize it. The reactants are: [C:1]([O:5][C:6]([N:8]1[CH2:13][C@H:12]([C:14]([O:16]C)=[O:15])[CH2:11][C@H:10](C(O)=O)[CH2:9]1)=[O:7])([CH3:4])([CH3:3])[CH3:2].C([N:23]([CH2:26]C)CC)C.C1(P(N=[N+]=[N-])(C2C=CC=CC=2)=[O:35])C=CC=CC=1.[CH2:45]([OH:52])[C:46]1[CH:51]=[CH:50][CH:49]=[CH:48][CH:47]=1.N([O-])=O.[Na+].[OH-].[Na+].C(O)(=O)CC(CC(O)=O)(C(O)=O)O. (5) Given the product [C:11]1([CH2:4][C@@H:2]([NH:3][P:5](=[O:10])([O:8][CH3:9])[O:6][CH3:7])[CH3:1])[CH:16]=[CH:15][CH:14]=[CH:13][CH:12]=1, predict the reactants needed to synthesize it. The reactants are: [CH3:1][CH:2]1[CH2:4][N@@:3]1[P:5](=[O:10])([O:8][CH3:9])[O:6][CH3:7].[C:11]1([Mg]Cl)[CH:16]=[CH:15][CH:14]=[CH:13][CH:12]=1. (6) Given the product [O:15]1[CH2:16][CH2:17][O:18][C:13]2[CH:12]=[C:11]([NH:9][C:10]3[N:3]4[C:4]([CH3:8])=[CH:5][CH:6]=[CH:7][C:2]4=[N:1][C:29]=3[C:28]3[CH:31]=[CH:32][C:25]([O:24][CH2:23][CH2:22][F:21])=[C:26]([O:33][CH3:34])[CH:27]=3)[CH:20]=[CH:19][C:14]1=2, predict the reactants needed to synthesize it. The reactants are: [NH2:1][C:2]1[CH:7]=[CH:6][CH:5]=[C:4]([CH3:8])[N:3]=1.[N+:9]([C:11]1[CH:20]=[CH:19][C:14]2[O:15][CH2:16][CH2:17][O:18][C:13]=2[CH:12]=1)#[C-:10].[F:21][CH2:22][CH2:23][O:24][C:25]1[CH:32]=[CH:31][C:28]([CH:29]=O)=[CH:27][C:26]=1[O:33][CH3:34]. (7) The reactants are: C12OC(CC1)CN(C1N=C(C3C=CC(N)=CC=3)N=C3N(CC(F)(F)F)N=CC=13)C2.ClC(Cl)(OC(=O)OC(Cl)(Cl)Cl)Cl.[O:42]1[CH2:47][CH2:46][N:45]([C:48]2[N:53]=[CH:52][C:51]([NH2:54])=[CH:50][CH:49]=2)[CH2:44][CH2:43]1.[N:55]([C:58]1[CH:63]=[CH:62][C:61]([C:64]2[N:69]=[C:68]3[N:70]([CH2:73][C:74]([F:77])([F:76])[F:75])[N:71]=[CH:72][C:67]3=[C:66]([N:78]3[CH2:84][CH:83]4[O:85][CH:80]([CH2:81][CH2:82]4)[CH2:79]3)[N:65]=2)=[CH:60][CH:59]=1)=[C:56]=[O:57]. Given the product [N:45]1([C:48]2[N:53]=[CH:52][C:51]([NH:54][C:56]([NH:55][C:58]3[CH:63]=[CH:62][C:61]([C:64]4[N:69]=[C:68]5[N:70]([CH2:73][C:74]([F:76])([F:77])[F:75])[N:71]=[CH:72][C:67]5=[C:66]([N:78]5[CH2:84][CH:83]6[O:85][CH:80]([CH2:81][CH2:82]6)[CH2:79]5)[N:65]=4)=[CH:60][CH:59]=3)=[O:57])=[CH:50][CH:49]=2)[CH2:46][CH2:47][O:42][CH2:43][CH2:44]1, predict the reactants needed to synthesize it. (8) Given the product [CH3:20][C:15]1([CH3:19])[CH2:14][CH2:13][C:12]2[N:11]([C:21]3[CH:26]=[CH:25][CH:24]=[C:23]([C:27]([F:28])([F:29])[F:30])[CH:22]=3)[C:10](=[O:31])[NH:9][CH:8]([C:5]3[CH:4]=[CH:3][C:2]([C:33]#[N:34])=[CH:7][CH:6]=3)[C:17]=2[C:16]1=[O:18], predict the reactants needed to synthesize it. The reactants are: Br[C:2]1[CH:7]=[CH:6][C:5]([CH:8]2[C:17]3[C:16](=[O:18])[C:15]([CH3:20])([CH3:19])[CH2:14][CH2:13][C:12]=3[N:11]([C:21]3[CH:26]=[CH:25][CH:24]=[C:23]([C:27]([F:30])([F:29])[F:28])[CH:22]=3)[C:10](=[O:31])[NH:9]2)=[CH:4][CH:3]=1.O.[CH3:33][N:34](C)C=O. (9) Given the product [CH3:17][O:16][N:15]([CH3:14])[C:10]([C:3]1[C:4]2[C:9](=[CH:8][CH:7]=[CH:6][CH:5]=2)[NH:1][N:2]=1)=[O:12], predict the reactants needed to synthesize it. The reactants are: [NH:1]1[C:9]2[C:4](=[CH:5][CH:6]=[CH:7][CH:8]=2)[C:3]([C:10]([OH:12])=O)=[N:2]1.Cl.[CH3:14][NH:15][O:16][CH3:17].CN(C)CCCN=C=NCC.N1C=CC=CC=1. (10) Given the product [F:16][C:17]1[CH:22]=[C:21]([S:23][C:24]([F:27])([F:26])[F:25])[CH:20]=[CH:19][C:18]=1[N:28]([CH3:32])[C:29]([NH2:1])=[O:30], predict the reactants needed to synthesize it. The reactants are: [NH2:1]CC1SC(Cl)=NC=1.C(N(CC)CC)C.[F:16][C:17]1[CH:22]=[C:21]([S:23][C:24]([F:27])([F:26])[F:25])[CH:20]=[CH:19][C:18]=1[N:28]([CH3:32])[C:29](Cl)=[O:30].